Dataset: Peptide-MHC class I binding affinity with 185,985 pairs from IEDB/IMGT. Task: Regression. Given a peptide amino acid sequence and an MHC pseudo amino acid sequence, predict their binding affinity value. This is MHC class I binding data. (1) The peptide sequence is RMMGKNIFY. The MHC is HLA-B07:02 with pseudo-sequence HLA-B07:02. The binding affinity (normalized) is 0.0847. (2) The peptide sequence is GDYKLVEI. The MHC is HLA-A33:01 with pseudo-sequence HLA-A33:01. The binding affinity (normalized) is 0. (3) The peptide sequence is RRIFDLIEL. The MHC is HLA-B57:01 with pseudo-sequence HLA-B57:01. The binding affinity (normalized) is 0.136. (4) The peptide sequence is AALENLVIL. The MHC is Patr-B0101 with pseudo-sequence Patr-B0101. The binding affinity (normalized) is 0.219. (5) The peptide sequence is FVTLDGQQF. The MHC is HLA-A24:02 with pseudo-sequence HLA-A24:02. The binding affinity (normalized) is 0.0966. (6) The peptide sequence is CTDPYSQMV. The MHC is HLA-B15:01 with pseudo-sequence HLA-B15:01. The binding affinity (normalized) is 0.0847. (7) The peptide sequence is MLLTFLTSL. The MHC is HLA-A02:02 with pseudo-sequence HLA-A02:02. The binding affinity (normalized) is 0.831. (8) The peptide sequence is GIDVTDLFA. The MHC is HLA-A30:02 with pseudo-sequence HLA-A30:02. The binding affinity (normalized) is 0.0194. (9) The peptide sequence is CYWPLNDYGF. The MHC is HLA-A23:01 with pseudo-sequence HLA-A23:01. The binding affinity (normalized) is 0.745.